This data is from Catalyst prediction with 721,799 reactions and 888 catalyst types from USPTO. The task is: Predict which catalyst facilitates the given reaction. Reactant: [I:1][C:2]1[CH:3]=[C:4]([CH:7]=[CH:8][CH:9]=1)[CH2:5]Br.[S:10]([O-:13])([O-:12])=[O:11].[Na+:14].[Na+]. Product: [I:1][C:2]1[CH:3]=[C:4]([CH2:5][S:10]([O-:13])(=[O:12])=[O:11])[CH:7]=[CH:8][CH:9]=1.[Na+:14]. The catalyst class is: 95.